This data is from Forward reaction prediction with 1.9M reactions from USPTO patents (1976-2016). The task is: Predict the product of the given reaction. (1) Given the reactants Cl[C:2]1[N:7]=[C:6](Cl)[C:5]([F:9])=[CH:4][N:3]=1.[CH3:10][O:11][CH2:12][CH2:13][O:14][C:15]1[CH:16]=[C:17]([CH:19]=[CH:20][CH:21]=1)[NH2:18], predict the reaction product. The product is: [CH3:10][O:11][CH2:12][CH2:13][O:14][C:15]1[CH:16]=[C:17]([NH:18][C:2]2[N:7]=[C:6]([NH:18][C:17]3[CH:19]=[CH:20][CH:21]=[C:15]([O:14][CH2:13][CH2:12][O:11][CH3:10])[CH:16]=3)[C:5]([F:9])=[CH:4][N:3]=2)[CH:19]=[CH:20][CH:21]=1. (2) The product is: [C:1]1([CH2:7][CH2:8][CH2:9][O:10][C:11]([C:12]2[C:13]([C:14]3[CH:19]=[CH:18][CH:17]=[C:16]([Cl:20])[CH:15]=3)=[N:26][C:27]([S:28][CH3:35])=[N:29][C:21]=2[CH3:22])=[O:24])[CH:6]=[CH:5][CH:4]=[CH:3][CH:2]=1. Given the reactants [C:1]1([CH2:7][CH2:8][CH2:9][O:10][C:11](=[O:24])[C:12]([C:21](=O)[CH3:22])=[CH:13][C:14]2[CH:19]=[CH:18][CH:17]=[C:16]([Cl:20])[CH:15]=2)[CH:6]=[CH:5][CH:4]=[CH:3][CH:2]=1.C[NH:26][C:27](=[NH:29])[SH:28].S([O-])([O-])(=O)=O.[C:35]([O-])(=O)C.[Na+], predict the reaction product. (3) Given the reactants [Si:1]([O:8][CH2:9][CH2:10][C@@H:11]([C:13]([OH:15])=[O:14])[NH2:12])([C:4]([CH3:7])([CH3:6])[CH3:5])([CH3:3])[CH3:2].CCN(CC)CC.[O:23](C(OC(C)(C)C)=O)[C:24]([O:26][C:27]([CH3:30])([CH3:29])[CH3:28])=O, predict the reaction product. The product is: [C:27]([O:26][C:24]([NH:12][C@H:11]([C:13]([OH:15])=[O:14])[CH2:10][CH2:9][O:8][Si:1]([C:4]([CH3:6])([CH3:7])[CH3:5])([CH3:3])[CH3:2])=[O:23])([CH3:30])([CH3:29])[CH3:28]. (4) Given the reactants [NH2:1][CH2:2][C@H:3]1[N:10]([C:11]([C:13]2[N:14]=[C:15]([CH3:25])[S:16][C:17]=2[C:18]2[CH:19]=[C:20]([CH3:24])[CH:21]=[CH:22][CH:23]=2)=[O:12])[CH2:9][C@H:8]2[C@@H:4]1[CH2:5][CH:6]([CH3:26])[CH2:7]2.[F:27][C:28]([F:40])([F:39])[O:29][C:30]1[CH:31]=[C:32]([CH:36]=[CH:37][CH:38]=1)[C:33](O)=[O:34], predict the reaction product. The product is: [CH3:26][CH:6]1[CH2:5][C@H:4]2[C@H:8]([CH2:9][N:10]([C:11]([C:13]3[N:14]=[C:15]([CH3:25])[S:16][C:17]=3[C:18]3[CH:19]=[C:20]([CH3:24])[CH:21]=[CH:22][CH:23]=3)=[O:12])[C@@H:3]2[CH2:2][NH:1][C:33](=[O:34])[C:32]2[CH:36]=[CH:37][CH:38]=[C:30]([O:29][C:28]([F:27])([F:39])[F:40])[CH:31]=2)[CH2:7]1. (5) Given the reactants [Cl:1][C:2]1[CH:31]=[CH:30][C:5]([CH2:6][N:7]2[C:15]3[C:10](=[CH:11][C:12](/[CH:16]=[C:17]4/[C:18](=[O:29])[N:19]([C@H:23]5[C@@H:27]([F:28])[CH2:26][NH:25][CH2:24]5)[C:20](=[O:22])[S:21]/4)=[CH:13][CH:14]=3)[CH:9]=[N:8]2)=[C:4]([C:32]([F:35])([F:34])[F:33])[CH:3]=1.[CH3:36][C:37]([CH3:39])=O, predict the reaction product. The product is: [Cl:1][C:2]1[CH:31]=[CH:30][C:5]([CH2:6][N:7]2[C:15]3[C:10](=[CH:11][C:12](/[CH:16]=[C:17]4/[C:18](=[O:29])[N:19]([C@H:23]5[C@@H:27]([F:28])[CH2:26][N:25]([CH:37]([CH3:39])[CH3:36])[CH2:24]5)[C:20](=[O:22])[S:21]/4)=[CH:13][CH:14]=3)[CH:9]=[N:8]2)=[C:4]([C:32]([F:34])([F:35])[F:33])[CH:3]=1.